Predict the reaction yield, written as a fraction of the theoretical maximum amount of product (1.0 means a 100% yield; for example, 0.34 means a 34% yield). From a dataset of Reaction yield outcomes from USPTO patents with 853,638 reactions. (1) The reactants are Cl.[Cl:2][C:3]1[CH:4]=[C:5]2[C:9](=[CH:10][CH:11]=1)[NH:8][CH:7]=[C:6]2[CH2:12][CH2:13][NH2:14].CN(C(ON1N=N[C:25]2[CH:26]=CC=N[C:24]1=2)=[N+](C)C)C.F[P-](F)(F)(F)(F)F.[CH:39]([N:42]([CH2:46][CH3:47])[CH:43]([CH3:45])[CH3:44])([CH3:41])C.CN([CH:51]=[O:52])C. No catalyst specified. The product is [Cl:2][C:3]1[CH:4]=[C:5]2[C:9](=[CH:10][CH:11]=1)[NH:8][CH:7]=[C:6]2[CH2:12][CH2:13][NH:14][C:51]([CH:47]1[CH2:41][CH2:39][N:42]([C:43]2[CH:44]=[CH:26][CH:25]=[CH:24][CH:45]=2)[CH2:46]1)=[O:52]. The yield is 0.180. (2) The reactants are [O:1]=[C:2]1[C:11]2[CH2:10][CH2:9][CH2:8][CH2:7][C:6]=2[NH:5][C:4]2=[C:12]([C:15]#[N:16])[CH:13]=[N:14][N:3]12.CCN([CH2:22][CH3:23])CC.N1C=[CH:28][CH:27]=[CH:26][CH:25]=1. The catalyst is C(Cl)Cl.CC([O-])=O.CC([O-])=O.[Cu+2]. The product is [O:1]=[C:2]1[C:11]2[CH2:10][CH2:9][CH2:8][CH2:7][C:6]=2[N:5]([C:23]2[CH:22]=[CH:28][CH:27]=[CH:26][CH:25]=2)[C:4]2=[C:12]([C:15]#[N:16])[CH:13]=[N:14][N:3]12. The yield is 0.100. (3) The reactants are C1C=CC2N(O)N=NC=2C=1.[Cl:11][C:12]1[CH:13]=[CH:14][C:15]([S:20][CH2:21][CH3:22])=[C:16]([CH:19]=1)[CH2:17][NH2:18].[Br:23][C:24]1[CH:25]=[C:26]([CH:30]=[C:31]([C:33]([F:36])([F:35])[F:34])[CH:32]=1)[C:27](O)=[O:28]. The catalyst is C(Cl)Cl. The product is [Br:23][C:24]1[CH:25]=[C:26]([CH:30]=[C:31]([C:33]([F:34])([F:35])[F:36])[CH:32]=1)[C:27]([NH:18][CH2:17][C:16]1[CH:19]=[C:12]([Cl:11])[CH:13]=[CH:14][C:15]=1[S:20][CH2:21][CH3:22])=[O:28]. The yield is 0.920. (4) The reactants are [CH:1]1([C:6]2[C:14]3[C:9](=[CH:10][C:11]([C:15](OC)=[O:16])=[CH:12][CH:13]=3)[N:8]([CH3:19])[CH:7]=2)[CH2:5][CH2:4][CH2:3][CH2:2]1.[CH3:20][CH:21]([CH3:23])[O-:22].[Li+].O. The catalyst is CC(O)C. The product is [CH:1]1([C:6]2[C:14]3[C:9](=[CH:10][C:11]([C:15]([O:22][CH:21]([CH3:23])[CH3:20])=[O:16])=[CH:12][CH:13]=3)[N:8]([CH3:19])[CH:7]=2)[CH2:2][CH2:3][CH2:4][CH2:5]1. The yield is 0.950.